This data is from Catalyst prediction with 721,799 reactions and 888 catalyst types from USPTO. The task is: Predict which catalyst facilitates the given reaction. (1) Reactant: [CH:1]1([CH2:4][N:5]2[C:9]3[CH:10]=[CH:11][C:12]([S:14]([Cl:17])(=[O:16])=[O:15])=[CH:13][C:8]=3[N:7]=[C:6]2[CH2:18][C:19]2[CH:24]=[CH:23][C:22]([O:25][CH2:26][CH3:27])=[CH:21][CH:20]=2)[CH2:3][CH2:2]1.[CH2:28]([NH2:30])[CH3:29].N1C=CC=CC=1. Product: [CH:1]1([CH2:4][N:5]2[C:9]3[CH:10]=[CH:11][C:12]([S:14]([NH:30][CH2:28][CH3:29])(=[O:16])=[O:15])=[CH:13][C:8]=3[N:7]=[C:6]2[CH2:18][C:19]2[CH:24]=[CH:23][C:22]([O:25][CH2:26][CH3:27])=[CH:21][CH:20]=2)[CH2:3][CH2:2]1.[ClH:17]. The catalyst class is: 343. (2) Reactant: ClCCl.B(Br)(Br)Br.C(Cl)(Cl)Cl.C[O:13][C:14]1[CH:19]=[CH:18][C:17]([C:20]2[C:25]([CH3:26])=[N:24][N:23]3[CH:27]=[N:28][N:29]=[C:22]3[CH:21]=2)=[CH:16][CH:15]=1. Product: [CH3:26][C:25]1[C:20]([C:17]2[CH:18]=[CH:19][C:14]([OH:13])=[CH:15][CH:16]=2)=[CH:21][C:22]2[N:23]([CH:27]=[N:28][N:29]=2)[N:24]=1. The catalyst class is: 6.